From a dataset of Experimentally validated miRNA-target interactions with 360,000+ pairs, plus equal number of negative samples. Binary Classification. Given a miRNA mature sequence and a target amino acid sequence, predict their likelihood of interaction. (1) The miRNA is hsa-miR-16-5p with sequence UAGCAGCACGUAAAUAUUGGCG. The protein sequence of the target gene is MAASQAVEEMRSRVVLGEFGVRNVHTTDFPGNYSGYDDAWDQDRFEKNFRVDVVHMDENSLEFDMVGIDAAIANAFRRILLAEVPTMAVEKVLVYNNTSIVQDEILAHRLGLIPIHADPRLFEYRNQGDEEGTEIDTLQFRLQVRCTRNPHAAKDSSDPNELYVNHKVYTRHMTWIPLGNQADLFPEGTIRPVHDDILIAQLRPGQEIDLLMHCVKGIGKDHAKFSPVATASYRLLPDITLLEPVEGEAAEELSRCFSPGVIEVQEVQGKKVARVANPRLDTFSREIFRNEKLKKVVRLA.... Result: 1 (interaction). (2) The miRNA is hsa-miR-4768-3p with sequence CCAGGAGAUCCAGAGAGAAU. The protein sequence of the target gene is MEEDLFQLRQLPVVKFRRTGESARSEDDTASGEHEVQIEGVHVGLEAVELDDGAAVPKEFANPTDDTFMVEDAVEAIGFGKFQWKLSVLTGLAWMADAMEMMILSILAPQLHCEWRLPSWQVALLTSVVFVGMMSSSTLWGNISDQYGRKTGLKISVLWTLYYGILSAFAPVYSWILVLRGLVGFGIGGVPQSVTLYAEFLPMKARAKCILLIEVFWAIGTVFEVVLAVFVMPSLGWRWLLILSAVPLLLFAVLCFWLPESARYDVLSGNQEKAIATLKRIATENGAPMPLGKLIISRQE.... Result: 1 (interaction). (3) The miRNA is hsa-miR-4802-3p with sequence UACAUGGAUGGAAACCUUCAAGC. The protein sequence of the target gene is MGLSDGEWQLVLNVWGKVEADIPGHGQEVLIRLFKGHPETLEKFDKFKHLKSEDEMKASEDLKKHGATVLTALGGILKKKGHHEAEIKPLAQSHATKHKIPVKYLEFISECIIQVLQSKHPGDFGADAQGAMNKALELFRKDMASNYKELGFQG. Result: 0 (no interaction). (4) The miRNA is mmu-miR-199a-3p with sequence ACAGUAGUCUGCACAUUGGUUA. The protein sequence of the target gene is MAAIPPDSWQPPNVYLETSMGIIVLELYWKHAPKTCKNFAELARRGYYNGTKFHRIIKDFMIQGGDPTGTGRGGASIYGKQFEDELHPDLKFTGAGILAMANAGPDTNGSQFFVTLAPTQWLDGKHTIFGRVCQGIGMVNRVGMVETNSQDRPVDDVKIIKAYPSG. Result: 0 (no interaction). (5) The miRNA is hsa-miR-515-5p with sequence UUCUCCAAAAGAAAGCACUUUCUG. The protein sequence of the target gene is MSLSPKHTTPFSVSDILSPIEETYKKFSGAMDGAPPGLGAPLGAAAAYRAPPPGPSSQAATVAGMQPSHAMAGHNAAAAAAAAAAAAAAAATYHMPPGVSQFPHGAMGSYCNGGLGNMGELPAYTDGMRGGAATGWYGANPDPRYSSISRFMGPSAGVNVAGMGSLTGIADAAKSLGPLHAAAAAAAPRRKRRVLFSQAQVYELERRFKQQKYLSAPEREHLASMIHLTPTQVKIWFQNHRYKMKRQAKDKAAQQLQQEGGLGPPPPPPPSPRRVAVPVLVKDGKPCQNGASTPTPGQAG.... Result: 1 (interaction). (6) The miRNA is mmu-miR-706 with sequence AGAGAAACCCUGUCUCAAAAAA. The protein sequence of the target gene is MAKEWGYASHNGPDHWHELYPIAKGDNQSPIELHTKDIKHDPSLQPWSASYDPGSAKTILNNGKTCRVVFDDTYDRSMLRGGPLSGPYRLRQFHLHWGSSDDHGSEHTVDGVKYAAELHLVHWNPKYNTFGEALKQPDGIAVVGIFLKIGREKGEFQILLDALDKIKTKGKEAPFTHFDPSCLFPACRDYWTYHGSFTTPPCEECIVWLLLKEPMTVSSDQMAKLRSLFSSAENEPPVPLVGNWRPPQPVKGRVVRASFK. Result: 0 (no interaction).